This data is from Reaction yield outcomes from USPTO patents with 853,638 reactions. The task is: Predict the reaction yield, written as a fraction of the theoretical maximum amount of product (1.0 means a 100% yield; for example, 0.34 means a 34% yield). (1) The reactants are [NH2:1][C:2]1[N:7]=[C:6]([CH:8]=[O:9])[CH:5]=[CH:4][CH:3]=1.C1(C)C=CC(S([CH2:19][N+:20]#[C-:21])(=O)=O)=CC=1.C(=O)([O-])[O-].[K+].[K+]. The catalyst is CO. The product is [O:9]1[C:8]([C:6]2[N:7]=[C:2]([NH2:1])[CH:3]=[CH:4][CH:5]=2)=[CH:21][N:20]=[CH:19]1. The yield is 0.520. (2) The reactants are C([N:8]1[CH2:12][CH2:11][C@@H:10]([CH2:13][NH:14][CH2:15][C:16]([O:18][CH2:19][CH3:20])=[O:17])[CH2:9]1)C1C=CC=CC=1.[ClH:21]. The catalyst is [C].[Pd].C(O)C. The product is [ClH:21].[ClH:21].[NH:8]1[CH2:12][CH2:11][C@H:10]([CH2:13][NH:14][CH2:15][C:16]([O:18][CH2:19][CH3:20])=[O:17])[CH2:9]1. The yield is 0.990. (3) The reactants are [F:1][C:2]1[CH:7]=[CH:6][C:5]([CH2:8][C:9]2[CH:18]=[C:17]3[C:12]([C:13]([OH:44])=[C:14]([C:37]([NH:39][CH2:40][CH2:41][O:42][CH3:43])=[O:38])[C:15](=[O:36])[N:16]3[CH2:19][CH:20]3[CH2:25][CH2:24][N:23](C(OCC4C=CC=CC=4)=O)[CH2:22][CH2:21]3)=[N:11][CH:10]=2)=[CH:4][CH:3]=1. The catalyst is CO.[Pd]. The product is [F:1][C:2]1[CH:7]=[CH:6][C:5]([CH2:8][C:9]2[CH:18]=[C:17]3[C:12]([C:13]([OH:44])=[C:14]([C:37]([NH:39][CH2:40][CH2:41][O:42][CH3:43])=[O:38])[C:15](=[O:36])[N:16]3[CH2:19][CH:20]3[CH2:25][CH2:24][NH:23][CH2:22][CH2:21]3)=[N:11][CH:10]=2)=[CH:4][CH:3]=1. The yield is 0.710.